Dataset: Peptide-MHC class II binding affinity with 134,281 pairs from IEDB. Task: Regression. Given a peptide amino acid sequence and an MHC pseudo amino acid sequence, predict their binding affinity value. This is MHC class II binding data. (1) The peptide sequence is AFKVAATAGNAAPAN. The MHC is DRB1_0901 with pseudo-sequence DRB1_0901. The binding affinity (normalized) is 0.550. (2) The peptide sequence is KYMVIQGEPGRVIRG. The MHC is DRB1_1101 with pseudo-sequence DRB1_1101. The binding affinity (normalized) is 0.378. (3) The peptide sequence is VSCRVKLSALTLKGT. The MHC is DRB5_0101 with pseudo-sequence DRB5_0101. The binding affinity (normalized) is 0.522. (4) The peptide sequence is TISNNLFFNHHKVML. The MHC is DRB1_1101 with pseudo-sequence DRB1_1101. The binding affinity (normalized) is 0.428. (5) The peptide sequence is DPKKLVLNIKYTRPG. The MHC is DRB1_1302 with pseudo-sequence DRB1_1302. The binding affinity (normalized) is 0.462. (6) The peptide sequence is EKLYFAATQFEPLAA. The MHC is HLA-DQA10401-DQB10402 with pseudo-sequence HLA-DQA10401-DQB10402. The binding affinity (normalized) is 0.567. (7) The binding affinity (normalized) is 0. The peptide sequence is NVYQRGTHPFSRIRD. The MHC is DRB3_0301 with pseudo-sequence DRB3_0301. (8) The peptide sequence is LALVGFLGGLITGTS. The MHC is DRB3_0101 with pseudo-sequence DRB3_0101. The binding affinity (normalized) is 0.319.